From a dataset of Forward reaction prediction with 1.9M reactions from USPTO patents (1976-2016). Predict the product of the given reaction. (1) Given the reactants C(=O)([O-])[O-].[K+].[K+].Cl[C:8]1[CH:13]=[CH:12][C:11]([C:14]([F:17])([F:16])[F:15])=[CH:10][N:9]=1.[O:18]=[S:19]1(=[O:38])[CH2:24][CH2:23][N:22]2[CH:25]3[CH2:30][CH2:29][C:28]([C:31]4[CH:36]=[CH:35][C:34]([OH:37])=[CH:33][CH:32]=4)([C:21]2=[N:20]1)[CH2:27][CH2:26]3.CS(C)=O, predict the reaction product. The product is: [F:15][C:14]([F:17])([F:16])[C:11]1[CH:12]=[CH:13][C:8]([O:37][C:34]2[CH:35]=[CH:36][C:31]([C:28]34[CH2:29][CH2:30][CH:25]([N:22]5[CH2:23][CH2:24][S:19](=[O:38])(=[O:18])[N:20]=[C:21]53)[CH2:26][CH2:27]4)=[CH:32][CH:33]=2)=[N:9][CH:10]=1. (2) Given the reactants [Br:1][C:2]1[CH:14]=[CH:13][C:12]2[C:11]3[C:6](=[CH:7][CH:8]=[CH:9][CH:10]=3)[C:5]([CH3:16])([CH3:15])[C:4]=2[CH:3]=1.[Br:17][C:18]1[CH:19]=[C:20]2[C:24](=[CH:25][CH:26]=1)[C:23](=[O:27])[O:22][C:21]2=[O:28].ClCCl.[Cl-].[Al+3].[Cl-].[Cl-], predict the reaction product. The product is: [Br:17][C:18]1[CH:26]=[CH:25][C:24]([C:23]([C:8]2[CH:9]=[CH:10][C:11]3[C:12]4[C:4](=[CH:3][C:2]([Br:1])=[CH:14][CH:13]=4)[C:5]([CH3:16])([CH3:15])[C:6]=3[CH:7]=2)=[O:27])=[C:20]([CH:19]=1)[C:21]([OH:28])=[O:22]. (3) Given the reactants [CH:1](=O)[CH3:2].FC(F)(F)C([O-])=O.[S:11]1[C:15]2[CH:16]=[CH:17][CH:18]=[CH:19][C:14]=2[N:13]=[C:12]1[C:20]1[C:28]2[CH2:27][CH2:26][NH2+:25][CH2:24][C:23]=2[S:22][C:21]=1[NH:29][CH2:30][CH3:31].C(O[BH-](OC(=O)C)OC(=O)C)(=O)C.[Na+].[C:46]([OH:51])(=[O:50])[C:47]([OH:49])=[O:48], predict the reaction product. The product is: [C:47]([C:46]([O-:51])=[O:50])([OH:49])=[O:48].[S:11]1[C:15]2[CH:16]=[CH:17][CH:18]=[CH:19][C:14]=2[N:13]=[C:12]1[C:20]1[C:28]2[CH2:27][CH2:26][NH+:25]([CH2:1][CH3:2])[CH2:24][C:23]=2[S:22][C:21]=1[NH:29][CH2:30][CH3:31]. (4) Given the reactants [C:1]1([N:7]2[C:19](=O)[C:18]3[C:17]4[CH:16]=[CH:15][CH:14]=[CH:13][C:12]=4[NH:11][CH2:10][C:9]=3[NH:8]2)[CH:6]=[CH:5][CH:4]=[CH:3][CH:2]=1.CN(C)CCN(C)C.C([Li])CCC.[CH:34]1([CH2:40][CH:41]=[O:42])[CH2:39][CH2:38][CH2:37][CH2:36][CH2:35]1.[O:43]1CCCC1, predict the reaction product. The product is: [CH:34]1([CH2:40][CH:41]([C:19]2[N:7]([C:1]3[CH:6]=[CH:5][CH:4]=[CH:3][CH:2]=3)[N:8]=[C:9]3[C:18]=2[C:17]2[CH:16]=[CH:15][CH:14]=[CH:13][C:12]=2[NH:11][C:10]3=[O:43])[OH:42])[CH2:39][CH2:38][CH2:37][CH2:36][CH2:35]1. (5) Given the reactants [CH3:1][O:2][C:3]1[CH:9]=[CH:8][C:7]([O:10][CH3:11])=[CH:6][C:4]=1[NH2:5].C(N(CC)CC)C.[CH3:19][C:20]([O:23][C:24](O[C:24]([O:23][C:20]([CH3:22])([CH3:21])[CH3:19])=[O:25])=[O:25])([CH3:22])[CH3:21], predict the reaction product. The product is: [CH3:1][O:2][C:3]1[CH:9]=[CH:8][C:7]([O:10][CH3:11])=[CH:6][C:4]=1[NH:5][C:24](=[O:25])[O:23][C:20]([CH3:22])([CH3:21])[CH3:19]. (6) Given the reactants [CH3:1][O:2][C:3]1[C:7]([O:8][CH3:9])=[CH:6][S:5][CH:4]=1.[CH2:10](O)[CH:11](O)[CH2:12][CH2:13][CH2:14][CH2:15][CH2:16][CH2:17][CH2:18][CH2:19]CC, predict the reaction product. The product is: [CH2:10]([CH:1]1[O:2][C:3]2=[CH:4][S:5][CH:6]=[C:7]2[O:8][CH2:9]1)[CH2:11][CH2:12][CH2:13][CH2:14][CH2:15][CH2:16][CH2:17][CH2:18][CH3:19]. (7) Given the reactants [Cl:1][CH2:2][C:3]([NH:5][C:6]1[CH:11]=[CH:10][C:9]([O:12][CH3:13])=[CH:8][C:7]=1[O:14]C)=[O:4].[Cl-].[Cl-].[Cl-].[Al+3], predict the reaction product. The product is: [Cl:1][CH2:2][C:3]([NH:5][C:6]1[CH:11]=[CH:10][C:9]([O:12][CH3:13])=[CH:8][C:7]=1[OH:14])=[O:4].